This data is from TCR-epitope binding with 47,182 pairs between 192 epitopes and 23,139 TCRs. The task is: Binary Classification. Given a T-cell receptor sequence (or CDR3 region) and an epitope sequence, predict whether binding occurs between them. (1) The epitope is LLQTGIHVRVSQPSL. The TCR CDR3 sequence is CSARDFYSTSGRVSAKNIQYF. Result: 1 (the TCR binds to the epitope). (2) The epitope is FPRPWLHGL. The TCR CDR3 sequence is CASSLNIWDGDGNTIYF. Result: 0 (the TCR does not bind to the epitope). (3) The epitope is QECVRGTTVL. The TCR CDR3 sequence is CASSPGQLYTGELFF. Result: 1 (the TCR binds to the epitope).